The task is: Predict which catalyst facilitates the given reaction.. This data is from Catalyst prediction with 721,799 reactions and 888 catalyst types from USPTO. (1) Reactant: [Br:1][C:2]1[C:3]([OH:11])=[C:4]([C:7]([O:9]C)=O)[S:5][CH:6]=1.[N:12]#[C:13]Br.C(N(CC)C(C)C)(C)C.[NH:24]1[CH2:29][CH2:28][O:27][CH2:26][CH2:25]1. Product: [Br:1][C:2]1[C:3]2[O:11][C:13]([N:24]3[CH2:29][CH2:28][O:27][CH2:26][CH2:25]3)=[N:12][C:7](=[O:9])[C:4]=2[S:5][CH:6]=1. The catalyst class is: 1. (2) Reactant: FC(F)(F)C(O)=O.[NH:8]1[CH2:13][CH2:12][CH2:11][CH:10]([NH:14][C:15]([N:17]2[CH2:22][CH2:21][C:20]3[NH:23][N:24]=[C:25]([C:26]4[CH:31]=[CH:30][N:29]=[CH:28][CH:27]=4)[C:19]=3[CH2:18]2)=[O:16])[CH2:9]1.[F:32][C:33]1[CH:40]=[CH:39][CH:38]=[CH:37][C:34]=1[CH:35]=O.C(O[BH-](OC(=O)C)OC(=O)C)(=O)C.[Na+].[Na]. Product: [F:32][C:33]1[CH:40]=[CH:39][CH:38]=[CH:37][C:34]=1[CH2:35][N:8]1[CH2:13][CH2:12][CH2:11][CH:10]([NH:14][C:15]([N:17]2[CH2:22][CH2:21][C:20]3[NH:23][N:24]=[C:25]([C:26]4[CH:27]=[CH:28][N:29]=[CH:30][CH:31]=4)[C:19]=3[CH2:18]2)=[O:16])[CH2:9]1. The catalyst class is: 676. (3) Reactant: [Cl:1][C:2]1[N:7]=[CH:6][C:5]([CH2:8][N:9]2[CH2:14][CH:13](O)[CH2:12][CH:11]3[O:16][C:17](=[O:19])[CH:18]=[C:10]23)=[CH:4][CH:3]=1.C1(P(C2C=CC=CC=2)C2C=CC=CC=2)C=CC=CC=1.C(Cl)(Cl)(Cl)[Cl:40]. Product: [Cl:1][C:2]1[N:7]=[CH:6][C:5]([CH2:8][N:9]2[CH2:14][CH:13]([Cl:40])[CH2:12][CH:11]3[O:16][C:17](=[O:19])[CH:18]=[C:10]23)=[CH:4][CH:3]=1. The catalyst class is: 245. (4) Product: [ClH:46].[ClH:46].[ClH:46].[F:44][C:41]([F:42])([F:43])[C:37]1[CH:36]=[C:35]([C:33]2[CH:32]=[CH:31][C:29]3[NH:30][C:26]([NH:25][C:24]([C:22]4[N:23]=[C:19]5[CH:18]=[CH:17][CH:16]=[C:15]([O:14][CH:11]6[CH2:12][CH2:13][NH:8][CH2:9][CH2:10]6)[N:20]5[CH:21]=4)=[O:45])=[N:27][C:28]=3[CH:34]=2)[CH:40]=[CH:39][CH:38]=1. The catalyst class is: 135. Reactant: C(OC([N:8]1[CH2:13][CH2:12][CH:11]([O:14][C:15]2[N:20]3[CH:21]=[C:22]([C:24](=[O:45])[NH:25][C:26]4[NH:30][C:29]5[CH:31]=[CH:32][C:33]([C:35]6[CH:40]=[CH:39][CH:38]=[C:37]([C:41]([F:44])([F:43])[F:42])[CH:36]=6)=[CH:34][C:28]=5[N:27]=4)[N:23]=[C:19]3[CH:18]=[CH:17][CH:16]=2)[CH2:10][CH2:9]1)=O)(C)(C)C.[ClH:46]. (5) Reactant: [N:1]([O-:3])=[O:2].[Na+].[CH2:5]([C@H:22]([NH2:26])[C:23]([OH:25])=[O:24])[CH2:6][C:7]([NH:9][C@H:10]([C:15]([NH:17][CH2:18][C:19]([OH:21])=[O:20])=[O:16])[CH2:11][S:12][N:13]=[O:14])=[O:8]. Product: [N+:1]([S:12][CH2:11][C@@H:10]([C:15]([NH:17][CH2:18][C:19]([OH:21])=[O:20])=[O:16])[NH:9][C:7](=[O:8])[CH2:6][CH2:5][C@@H:22]([C:23]([OH:25])=[O:24])[NH2:26])([O-:3])=[O:2].[CH2:5]([C@H:22]([NH2:26])[C:23]([OH:25])=[O:24])[CH2:6][C:7]([NH:9][C@H:10]([C:15]([NH:17][CH2:18][C:19]([OH:21])=[O:20])=[O:16])[CH2:11][S:12][N:13]=[O:14])=[O:8]. The catalyst class is: 21.